Dataset: Catalyst prediction with 721,799 reactions and 888 catalyst types from USPTO. Task: Predict which catalyst facilitates the given reaction. (1) Reactant: C(OC([N:8]1[CH2:13][CH2:12][C:11](=O)[CH2:10][CH2:9]1)=O)(C)(C)C.[CH3:15][O:16][C:17]1[CH:24]=[CH:23][C:20]([CH2:21][NH2:22])=[CH:19][CH:18]=1.[N+]([CH:28]=[CH:29][C:30]1[CH:35]=[CH:34][CH:33]=[CH:32][CH:31]=1)([O-])=O. Product: [CH3:15][O:16][C:17]1[CH:24]=[CH:23][C:20]([CH2:21][N:22]2[C:11]3[CH2:10][CH2:9][NH:8][CH2:13][C:12]=3[C:29]([C:30]3[CH:35]=[CH:34][CH:33]=[CH:32][CH:31]=3)=[CH:28]2)=[CH:19][CH:18]=1. The catalyst class is: 14. (2) Product: [Br:1][C:2]1[C:10]2[N:9]=[C:8]([CH2:11][F:12])[N:7]([CH2:13][C:14]3[CH:19]=[CH:18][CH:17]=[C:16]([C:20]([F:23])([F:21])[F:22])[C:15]=3[CH3:24])[C:6]=2[CH:5]=[C:4]([NH2:25])[CH:3]=1. Reactant: [Br:1][C:2]1[C:10]2[N:9]=[C:8]([CH2:11][F:12])[N:7]([CH2:13][C:14]3[CH:19]=[CH:18][CH:17]=[C:16]([C:20]([F:23])([F:22])[F:21])[C:15]=3[CH3:24])[C:6]=2[CH:5]=[C:4]([N+:25]([O-])=O)[CH:3]=1.O.O.[Sn](Cl)Cl.Cl. The catalyst class is: 5. (3) Reactant: [CH2:1]([O:3][C:4]([C:6]1[C:10]([C:11]2[CH:16]=[CH:15][CH:14]=[C:13]([CH3:17])[CH:12]=2)=[CH:9][S:8][C:7]=1[NH2:18])=[O:5])[CH3:2].[C:19]1(=O)[O:24][C:22](=[O:23])[C:21]2=[CH:25][CH:26]=[CH:27][CH:28]=[C:20]12. Product: [CH2:1]([O:3][C:4]([C:6]1[C:10]([C:11]2[CH:16]=[CH:15][CH:14]=[C:13]([CH3:17])[CH:12]=2)=[CH:9][S:8][C:7]=1[N:18]1[C:22](=[O:23])[C:21]2[C:20](=[CH:28][CH:27]=[CH:26][CH:25]=2)[C:19]1=[O:24])=[O:5])[CH3:2]. The catalyst class is: 15. (4) Reactant: [CH2:1]([O:8][C:9]1[CH:59]=[CH:58][C:12]([CH2:13][CH2:14][N:15]([CH2:26][CH2:27][N:28]([CH:52]2[CH2:57][CH2:56][CH2:55][CH2:54][CH2:53]2)[C:29](=[O:51])[CH2:30][CH2:31][N:32]([C:41]([O:43][CH2:44][C:45]2[CH:50]=[CH:49][CH:48]=[CH:47][CH:46]=2)=[O:42])[CH2:33][CH2:34][C:35]2[CH:40]=[CH:39][CH:38]=[CH:37][CH:36]=2)[C:16](=[O:25])[O:17][CH2:18][C:19]2[CH:24]=[CH:23][CH:22]=[CH:21][CH:20]=2)=[CH:11][C:10]=1[N+:60]([O-])=O)[C:2]1[CH:7]=[CH:6][CH:5]=[CH:4][CH:3]=1.[Cl-].[NH4+]. Product: [NH2:60][C:10]1[CH:11]=[C:12]([CH:58]=[CH:59][C:9]=1[O:8][CH2:1][C:2]1[CH:7]=[CH:6][CH:5]=[CH:4][CH:3]=1)[CH2:13][CH2:14][N:15]([CH2:26][CH2:27][N:28]([CH:52]1[CH2:57][CH2:56][CH2:55][CH2:54][CH2:53]1)[C:29](=[O:51])[CH2:30][CH2:31][N:32]([C:41]([O:43][CH2:44][C:45]1[CH:46]=[CH:47][CH:48]=[CH:49][CH:50]=1)=[O:42])[CH2:33][CH2:34][C:35]1[CH:40]=[CH:39][CH:38]=[CH:37][CH:36]=1)[C:16](=[O:25])[O:17][CH2:18][C:19]1[CH:24]=[CH:23][CH:22]=[CH:21][CH:20]=1. The catalyst class is: 284.